Task: Regression. Given two drug SMILES strings and cell line genomic features, predict the synergy score measuring deviation from expected non-interaction effect.. Dataset: NCI-60 drug combinations with 297,098 pairs across 59 cell lines Drug 1: CN1C(=O)N2C=NC(=C2N=N1)C(=O)N. Drug 2: C1=NC2=C(N1)C(=S)N=CN2. Cell line: OVCAR-4. Synergy scores: CSS=36.4, Synergy_ZIP=-2.98, Synergy_Bliss=-0.811, Synergy_Loewe=-25.0, Synergy_HSA=0.663.